This data is from Full USPTO retrosynthesis dataset with 1.9M reactions from patents (1976-2016). The task is: Predict the reactants needed to synthesize the given product. (1) Given the product [Br:1][C:2]1[CH:3]=[C:4]2[C:9](=[CH:10][C:11]=1[F:12])[N:8]=[C:7]([NH:23][CH2:22][C:21]1[CH:24]=[CH:25][C:18]([O:17][CH3:16])=[CH:19][CH:20]=1)[C:6]([CH:14]=[O:15])=[CH:5]2, predict the reactants needed to synthesize it. The reactants are: [Br:1][C:2]1[CH:3]=[C:4]2[C:9](=[CH:10][C:11]=1[F:12])[N:8]=[C:7](Cl)[C:6]([CH:14]=[O:15])=[CH:5]2.[CH3:16][O:17][C:18]1[CH:25]=[CH:24][C:21]([CH2:22][NH2:23])=[CH:20][CH:19]=1.Cl. (2) Given the product [CH2:8]([C:10]1[CH:11]=[CH:12][C:13]([CH:16]([S:28]([C:31]2[CH:37]=[CH:36][C:34]([CH3:35])=[CH:33][CH:32]=2)(=[O:30])=[O:29])[CH2:17][O:18][C:19]2[CH:26]=[CH:25][C:22]([CH:23]=[O:24])=[CH:21][CH:20]=2)=[N:14][CH:15]=1)[CH3:9], predict the reactants needed to synthesize it. The reactants are: C(N(CC)CC)C.[CH2:8]([C:10]1[CH:11]=[CH:12][C:13]([CH:16](O)[CH2:17][O:18][C:19]2[CH:26]=[CH:25][C:22]([CH:23]=[O:24])=[CH:21][CH:20]=2)=[N:14][CH:15]=1)[CH3:9].[S:28](Cl)([C:31]1[CH:37]=[CH:36][C:34]([CH3:35])=[CH:33][CH:32]=1)(=[O:30])=[O:29].